From a dataset of Reaction yield outcomes from USPTO patents with 853,638 reactions. Predict the reaction yield, written as a fraction of the theoretical maximum amount of product (1.0 means a 100% yield; for example, 0.34 means a 34% yield). (1) The reactants are [CH2:1]([C:3]1[CH:9]=[CH:8][CH:7]=[CH:6][C:4]=1[NH2:5])[CH3:2].[C:10](OC(=O)C)(=[O:12])[CH3:11]. The catalyst is O. The product is [C:10]([NH:5][C:4]1[CH:6]=[CH:7][CH:8]=[CH:9][C:3]=1[CH2:1][CH3:2])(=[O:12])[CH3:11]. The yield is 0.920. (2) The reactants are [C:1]([NH:5][S:6]([C:9]1[CH:10]=[N:11][N:12]2[C:17]([NH:18][C:19]3[CH:24]=[C:23]([C:25]([F:28])([F:27])[F:26])[CH:22]=[CH:21][C:20]=3[Cl:29])=[C:16]([C:30]([O:32]CC)=O)[CH:15]=[N:14][C:13]=12)(=[O:8])=[O:7])([CH3:4])([CH3:3])[CH3:2].[F:35][C:36]1[CH:41]=[CH:40][C:39]([CH:42]2[CH2:47][CH2:46][NH:45][CH2:44][CH2:43]2)=[CH:38][CH:37]=1. No catalyst specified. The product is [C:1]([NH:5][S:6]([C:9]1[CH:10]=[N:11][N:12]2[C:17]([NH:18][C:19]3[CH:24]=[C:23]([C:25]([F:26])([F:27])[F:28])[CH:22]=[CH:21][C:20]=3[Cl:29])=[C:16]([C:30]([N:45]3[CH2:46][CH2:47][CH:42]([C:39]4[CH:38]=[CH:37][C:36]([F:35])=[CH:41][CH:40]=4)[CH2:43][CH2:44]3)=[O:32])[CH:15]=[N:14][C:13]=12)(=[O:8])=[O:7])([CH3:4])([CH3:2])[CH3:3]. The yield is 0.790. (3) The reactants are CC(OC)(C)C.[NH2:7][CH2:8][C@@H:9]([NH:18][C:19]([C:21]1[S:22][C:23]([Cl:33])=[C:24]([C:26]2[N:30]([CH3:31])[N:29]=[CH:28][C:27]=2[Cl:32])[CH:25]=1)=[O:20])[CH2:10][C:11]1[CH:16]=[CH:15][CH:14]=[C:13]([F:17])[CH:12]=1.Cl.O1CCOCC1. The catalyst is C(#N)C. The product is [ClH:32].[NH2:7][CH2:8][C@@H:9]([NH:18][C:19]([C:21]1[S:22][C:23]([Cl:33])=[C:24]([C:26]2[N:30]([CH3:31])[N:29]=[CH:28][C:27]=2[Cl:32])[CH:25]=1)=[O:20])[CH2:10][C:11]1[CH:16]=[CH:15][CH:14]=[C:13]([F:17])[CH:12]=1. The yield is 0.736. (4) The reactants are [CH:1]([C:4]1[CH:18]=[C:17]([O:19][CH3:20])[C:16]([O:21][CH3:22])=[CH:15][C:5]=1[CH:6]=NC(C(C)C)C(C)C)([CH3:3])[CH3:2].Cl.C1C[O:27]CC1. No catalyst specified. The product is [CH:1]([C:4]1[CH:18]=[C:17]([O:19][CH3:20])[C:16]([O:21][CH3:22])=[CH:15][C:5]=1[CH:6]=[O:27])([CH3:3])[CH3:2]. The yield is 0.430.